From a dataset of Full USPTO retrosynthesis dataset with 1.9M reactions from patents (1976-2016). Predict the reactants needed to synthesize the given product. (1) Given the product [Cl:34][C:31]1[CH:32]=[CH:33][C:28]([C@@:16]2([C:26]#[N:27])[C@H:15]([CH2:36][C:37]([CH3:39])([CH3:38])[CH3:40])[NH:14][C@@H:13]([C:11]([NH:10][C:7]3[CH:8]=[CH:9][C:4]([C:3]([OH:45])=[O:2])=[C:5]([C:41]([F:43])([F:44])[F:42])[CH:6]=3)=[O:12])[C@@H:17]2[C:18]2[CH:23]=[CH:22][CH:21]=[C:20]([Cl:24])[C:19]=2[F:25])=[C:29]([F:35])[CH:30]=1, predict the reactants needed to synthesize it. The reactants are: C[O:2][C:3](=[O:45])[C:4]1[CH:9]=[CH:8][C:7]([NH:10][C:11]([C@H:13]2[C@H:17]([C:18]3[CH:23]=[CH:22][CH:21]=[C:20]([Cl:24])[C:19]=3[F:25])[C@:16]([C:28]3[CH:33]=[CH:32][C:31]([Cl:34])=[CH:30][C:29]=3[F:35])([C:26]#[N:27])[C@H:15]([CH2:36][C:37]([CH3:40])([CH3:39])[CH3:38])[NH:14]2)=[O:12])=[CH:6][C:5]=1[C:41]([F:44])([F:43])[F:42].[OH-].[Na+]. (2) Given the product [OH:11][C:3]1[C:2]([CH3:1])=[C:7]([N+:8]([O-:10])=[O:9])[CH:6]=[CH:5][C:4]=1[C:16](=[O:18])[CH3:17], predict the reactants needed to synthesize it. The reactants are: [CH3:1][C:2]1[C:7]([N+:8]([O-:10])=[O:9])=[CH:6][CH:5]=[CH:4][C:3]=1[OH:11].[Al+3].[Cl-].[Cl-].[Cl-].[C:16](Cl)(=[O:18])[CH3:17]. (3) The reactants are: [CH:1]([CH:3](Cl)[C:4]1[CH:9]=[CH:8][CH:7]=[CH:6][CH:5]=1)=[CH2:2].CN(C)C=O.[N-:16]=[N+:17]=[N-:18].[Na+]. Given the product [CH:1]([CH:3]([N:16]=[N+:17]=[N-:18])[C:4]1[CH:9]=[CH:8][CH:7]=[CH:6][CH:5]=1)=[CH2:2], predict the reactants needed to synthesize it. (4) Given the product [Cl:1][C:2]1[C:7]([CH:8]=[O:9])=[CH:6][N:5]=[C:4]2[N:10]([CH2:16][O:17][CH2:18][CH2:19][Si:20]([CH3:23])([CH3:22])[CH3:21])[CH:11]=[CH:12][C:3]=12, predict the reactants needed to synthesize it. The reactants are: [Cl:1][C:2]1[C:7]([CH:8]=[O:9])=[CH:6][N:5]=[C:4]2[NH:10][CH:11]=[CH:12][C:3]=12.[H-].[Na+].Cl[CH2:16][O:17][CH2:18][CH2:19][Si:20]([CH3:23])([CH3:22])[CH3:21].[Cl-].[NH4+].